This data is from Catalyst prediction with 721,799 reactions and 888 catalyst types from USPTO. The task is: Predict which catalyst facilitates the given reaction. Reactant: C([NH:9][C:10]([NH:12][C:13]1[CH:18]=[C:17]([Br:19])[CH:16]=[C:15]([O:20][CH2:21][C:22]2[CH:27]=[CH:26][CH:25]=[CH:24][CH:23]=2)[CH:14]=1)=[S:11])(=O)C1C=CC=CC=1.[OH-].[Na+]. Product: [CH2:21]([O:20][C:15]1[CH:14]=[C:13]([NH:12][C:10]([NH2:9])=[S:11])[CH:18]=[C:17]([Br:19])[CH:16]=1)[C:22]1[CH:23]=[CH:24][CH:25]=[CH:26][CH:27]=1. The catalyst class is: 20.